Predict the reactants needed to synthesize the given product. From a dataset of Full USPTO retrosynthesis dataset with 1.9M reactions from patents (1976-2016). Given the product [Br:1][C:2]1[CH:7]=[CH:6][N:5]=[C:4]([NH:8][C:9](=[O:11])[CH3:10])[CH:3]=1, predict the reactants needed to synthesize it. The reactants are: [Br:1][C:2]1[CH:7]=[CH:6][N:5]=[C:4]([NH2:8])[CH:3]=1.[C:9](OC(=O)C)(=[O:11])[CH3:10].